Dataset: Reaction yield outcomes from USPTO patents with 853,638 reactions. Task: Predict the reaction yield, written as a fraction of the theoretical maximum amount of product (1.0 means a 100% yield; for example, 0.34 means a 34% yield). (1) The reactants are [C:1]([O:5][C:6]([N:8]1[CH2:13][CH2:12][C:11]([C:16]2[CH:21]=[CH:20][C:19]([Cl:22])=[CH:18][CH:17]=2)([C:14]#[N:15])[CH2:10][CH2:9]1)=[O:7])([CH3:4])([CH3:3])[CH3:2].[OH-:23].[Na+].Cl. The catalyst is C(O)C. The product is [C:1]([O:5][C:6]([N:8]1[CH2:9][CH2:10][C:11]([C:14](=[O:23])[NH2:15])([C:16]2[CH:21]=[CH:20][C:19]([Cl:22])=[CH:18][CH:17]=2)[CH2:12][CH2:13]1)=[O:7])([CH3:4])([CH3:2])[CH3:3]. The yield is 0.580. (2) The reactants are O[CH2:2][C@@H:3]([C:9]1[CH:14]=[CH:13][CH:12]=[CH:11][CH:10]=1)[CH2:4][O:5][C:6](=[O:8])[CH3:7].[Br:15][C:16]1[C:17](=[O:33])[NH:18][C:19](=[O:32])[N:20]([CH2:23][C:24]2[C:29]([F:30])=[CH:28][CH:27]=[CH:26][C:25]=2[F:31])[C:21]=1[CH3:22].C1(P(C2C=CC=CC=2)C2C=CC=CC=2)C=CC=CC=1.CC(OC(/N=N/C(OC(C)(C)C)=O)=O)(C)C. The catalyst is C1COCC1. The product is [Br:15][C:16]1[C:17](=[O:33])[N:18]([CH2:2][C@@H:3]([C:9]2[CH:14]=[CH:13][CH:12]=[CH:11][CH:10]=2)[CH2:4][O:5][C:6](=[O:8])[CH3:7])[C:19](=[O:32])[N:20]([CH2:23][C:24]2[C:25]([F:31])=[CH:26][CH:27]=[CH:28][C:29]=2[F:30])[C:21]=1[CH3:22]. The yield is 0.930.